The task is: Predict the reactants needed to synthesize the given product.. This data is from Full USPTO retrosynthesis dataset with 1.9M reactions from patents (1976-2016). (1) Given the product [Cl:1][C:2]1[CH:3]=[C:4]2[C:5](=[CH:6][CH:7]=1)[CH:8]=[C:9]1[CH2:10][CH2:11][CH2:12][C:13]1=[C:14]2[C:15](=[O:17])[CH3:16], predict the reactants needed to synthesize it. The reactants are: [Cl:1][C:2]1[CH:7]=[CH:6][C:5](/[CH:8]=[CH:9]/[CH2:10][CH2:11][CH2:12][C:13]#[C:14][C:15](=[O:17])[CH3:16])=[CH:4][CH:3]=1. (2) Given the product [Br:23][CH2:3][C:4]([C:6]1[CH:7]=[CH:8][C:9]([C:12]([O:14][CH3:15])=[O:13])=[N:10][CH:11]=1)=[O:5], predict the reactants needed to synthesize it. The reactants are: C([O:3][C:4]([C:6]1[CH:7]=[CH:8][C:9]([C:12]([O:14][CH3:15])=[O:13])=[N:10][CH:11]=1)=[CH2:5])C.C1C(=O)N([Br:23])C(=O)C1. (3) Given the product [C:37]([O:41][C:42](=[O:47])[NH:43][CH2:44][CH2:45][NH:46][C:9]([C:11]1[N:12]([CH3:32])[C:13]2[C:21]([CH:22]=1)=[C:20]1[C:16]([C:17](=[O:24])[NH:18][C:19]1=[O:23])=[C:15]([C:25]1[CH:30]=[CH:29][CH:28]=[CH:27][C:26]=1[Cl:31])[CH:14]=2)=[O:8])([CH3:40])([CH3:38])[CH3:39], predict the reactants needed to synthesize it. The reactants are: FC1C([O:8][C:9]([C:11]2[N:12]([CH3:32])[C:13]3[C:21]([CH:22]=2)=[C:20]2[C:16]([C:17](=[O:24])[NH:18][C:19]2=[O:23])=[C:15]([C:25]2[CH:30]=[CH:29][CH:28]=[CH:27][C:26]=2[Cl:31])[CH:14]=3)=O)=C(F)C(F)=C(F)C=1F.[C:37]([O:41][C:42](=[O:47])[NH:43][CH2:44][CH2:45][NH2:46])([CH3:40])([CH3:39])[CH3:38]. (4) Given the product [Cl:30][C:27]1[CH:28]=[CH:29][C:24]([C:22]2[O:21][C:18]3[CH:19]=[CH:20][N:15]([CH:10]4[CH2:9][CH2:8][C:7]5[CH:6]=[C:5]([C:2]#[N:3])[CH:14]=[CH:13][C:12]=5[CH2:11]4)[C:16](=[O:31])[C:17]=3[CH:23]=2)=[CH:25][CH:26]=1, predict the reactants needed to synthesize it. The reactants are: [Cu][C:2]#[N:3].Br[C:5]1[CH:6]=[C:7]2[C:12](=[CH:13][CH:14]=1)[CH2:11][CH:10]([N:15]1[CH:20]=[CH:19][C:18]3[O:21][C:22]([C:24]4[CH:29]=[CH:28][C:27]([Cl:30])=[CH:26][CH:25]=4)=[CH:23][C:17]=3[C:16]1=[O:31])[CH2:9][CH2:8]2. (5) Given the product [Br:5][C:6]1[CH:7]=[C:8]([O:16][CH:24]([CH2:26][CH3:27])[CH3:25])[C:9]([CH3:15])=[C:10]([CH:14]=1)[C:11]([O:13][CH3:17])=[O:12], predict the reactants needed to synthesize it. The reactants are: S(Cl)(Cl)=O.[Br:5][C:6]1[CH:7]=[C:8]([OH:16])[C:9]([CH3:15])=[C:10]([CH:14]=1)[C:11]([OH:13])=[O:12].[C:17](=O)([O-])[O-].[Cs+].[Cs+].I[CH:24]([CH2:26][CH3:27])[CH3:25]. (6) Given the product [C:16]([O:20][C:21]([NH:23][C@@H:24]1[CH2:29][CH2:28][CH2:27][N:26]([C:30]2[N:34]([CH2:35][O:36][CH3:37])[N:33]=[C:32]([C:38]([NH:50][CH:51]([C:56](=[O:58])[CH3:57])[C:52]([O:54][CH3:55])=[O:53])=[O:39])[C:31]=2[CH2:41][C:42]2[CH:47]=[CH:46][CH:45]=[CH:44][C:43]=2[Cl:48])[CH2:25]1)=[O:22])([CH3:18])([CH3:17])[CH3:19], predict the reactants needed to synthesize it. The reactants are: CN1CCOCC1.C(Cl)(=O)OCC(C)C.[C:16]([O:20][C:21]([NH:23][C@@H:24]1[CH2:29][CH2:28][CH2:27][N:26]([C:30]2[N:34]([CH2:35][O:36][CH3:37])[N:33]=[C:32]([C:38](O)=[O:39])[C:31]=2[CH2:41][C:42]2[CH:47]=[CH:46][CH:45]=[CH:44][C:43]=2[Cl:48])[CH2:25]1)=[O:22])([CH3:19])([CH3:18])[CH3:17].Cl.[NH2:50][CH:51]([C:56](=[O:58])[CH3:57])[C:52]([O:54][CH3:55])=[O:53].S([O-])(O)(=O)=O.[K+]. (7) Given the product [Cl:22][C:23]1[C:24](=[O:36])[N:25]2[C:29](=[C:30]([C:33]([OH:35])=[O:34])[C:31]=1[NH:21][C:15]1[CH:16]=[CH:17][C:18]([I:20])=[CH:19][C:14]=1[F:13])[CH2:28][CH2:27][CH2:26]2, predict the reactants needed to synthesize it. The reactants are: C([Li])CCC.C(NC(C)C)(C)C.[F:13][C:14]1[CH:19]=[C:18]([I:20])[CH:17]=[CH:16][C:15]=1[NH2:21].[Cl:22][C:23]1[C:24](=[O:36])[N:25]2[C:29](=[C:30]([C:33]([OH:35])=[O:34])[C:31]=1Cl)[CH2:28][CH2:27][CH2:26]2.Cl. (8) The reactants are: [C:1]([O:5][C:6]([N:8]1[CH2:34][CH2:33][C:11]2([N:15]([C:16]3[CH:21]=[CH:20][CH:19]=[CH:18][CH:17]=3)[CH2:14][N:13]([CH2:22][C:23]3[CH:24]=[C:25]([CH:29]=[CH:30][CH:31]=3)[C:26]([OH:28])=[O:27])[C:12]2=[O:32])[CH2:10][CH2:9]1)=[O:7])([CH3:4])([CH3:3])[CH3:2].C1(N=C=NC2CCCCC2)CCCCC1.[CH3:50][N:51]([CH3:55])[CH2:52][CH2:53]O. Given the product [CH3:50][N:51]([CH3:55])[CH2:52][CH2:53][O:27][C:26]([C:25]1[CH:24]=[C:23]([CH:31]=[CH:30][CH:29]=1)[CH2:22][N:13]1[C:12](=[O:32])[C:11]2([CH2:33][CH2:34][N:8]([C:6]([O:5][C:1]([CH3:4])([CH3:2])[CH3:3])=[O:7])[CH2:9][CH2:10]2)[N:15]([C:16]2[CH:21]=[CH:20][CH:19]=[CH:18][CH:17]=2)[CH2:14]1)=[O:28], predict the reactants needed to synthesize it.